From a dataset of Full USPTO retrosynthesis dataset with 1.9M reactions from patents (1976-2016). Predict the reactants needed to synthesize the given product. (1) Given the product [CH:18]([N:14]([CH2:13][C:9]1[CH:10]=[CH:11][CH:12]=[C:7]([C:4]2[CH:3]=[CH:2][N:1]=[CH:6][CH:5]=2)[CH:8]=1)[C:15](=[O:16])[O:21][C:22]1[CH:23]=[CH:24][C:25]([C:28]2[CH:37]=[CH:36][C:31]([C:32](=[O:33])[NH:34][CH3:35])=[CH:30][CH:29]=2)=[CH:26][CH:27]=1)([CH3:20])[CH3:19], predict the reactants needed to synthesize it. The reactants are: [N:1]1[CH:6]=[CH:5][C:4]([C:7]2[CH:8]=[C:9]([CH2:13][N:14]([CH:18]([CH3:20])[CH3:19])[C:15](Cl)=[O:16])[CH:10]=[CH:11][CH:12]=2)=[CH:3][CH:2]=1.[OH:21][C:22]1[CH:27]=[CH:26][C:25]([C:28]2[CH:37]=[CH:36][C:31]([C:32]([NH:34][CH3:35])=[O:33])=[CH:30][CH:29]=2)=[CH:24][CH:23]=1.C(N(CC)CC)C. (2) Given the product [CH2:18]([N:12]1[C:11]2[CH:10]=[CH:9][CH:8]=[CH:7][C:6]=2[C:5]2[C:13]1=[CH:1][CH:2]=[CH:3][CH:4]=2)[CH:17]=[CH2:16], predict the reactants needed to synthesize it. The reactants are: [CH:1]1[C:13]2[NH:12][C:11]3[C:6](=[CH:7][CH:8]=[CH:9][CH:10]=3)[C:5]=2[CH:4]=[CH:3][CH:2]=1.[OH-].[Na+].[CH2:16](Br)[CH:17]=[CH2:18].O.